Dataset: NCI-60 drug combinations with 297,098 pairs across 59 cell lines. Task: Regression. Given two drug SMILES strings and cell line genomic features, predict the synergy score measuring deviation from expected non-interaction effect. Drug 1: C1CCC(CC1)NC(=O)N(CCCl)N=O. Drug 2: C1CCC(C(C1)N)N.C(=O)(C(=O)[O-])[O-].[Pt+4]. Cell line: OVCAR3. Synergy scores: CSS=16.8, Synergy_ZIP=-6.05, Synergy_Bliss=-1.49, Synergy_Loewe=-4.46, Synergy_HSA=-1.63.